This data is from Reaction yield outcomes from USPTO patents with 853,638 reactions. The task is: Predict the reaction yield, written as a fraction of the theoretical maximum amount of product (1.0 means a 100% yield; for example, 0.34 means a 34% yield). (1) The reactants are [CH2:1]([O:8][C:9]1[CH:10]=[C:11]([NH:16][C:17]([NH2:19])=[S:18])[CH:12]=[C:13]([Br:15])[CH:14]=1)[C:2]1[CH:7]=[CH:6][CH:5]=[CH:4][CH:3]=1.BrBr. The catalyst is C(#N)C. The product is [CH2:1]([O:8][C:9]1[CH:14]=[C:13]([Br:15])[C:12]2[S:18][C:17]([NH2:19])=[N:16][C:11]=2[CH:10]=1)[C:2]1[CH:3]=[CH:4][CH:5]=[CH:6][CH:7]=1. The yield is 0.590. (2) The reactants are Br[C:2]1[CH:3]=[C:4]([C:15]([NH:17][C:18]2[CH:23]=[CH:22][C:21]([O:24][C:25]3[C:34]4[C:29](=[CH:30][C:31]([O:37][CH3:38])=[C:32]([O:35][CH3:36])[CH:33]=4)[N:28]=[CH:27][CH:26]=3)=[C:20]([F:39])[CH:19]=2)=[O:16])[C:5](=[O:14])[N:6]([C:8]2[CH:13]=[CH:12][CH:11]=[CH:10][CH:9]=2)[CH:7]=1.C(=O)([O-])[O-].[K+].[K+].[C:46]1(B(O)O)[CH:51]=[CH:50][CH:49]=[CH:48][CH:47]=1. The catalyst is CN(C=O)C.O.C(OCC)(=O)C.C1C=CC(P(C2C=CC=CC=2)[C-]2C=CC=C2)=CC=1.C1C=CC(P(C2C=CC=CC=2)[C-]2C=CC=C2)=CC=1.Cl[Pd]Cl.[Fe+2]. The product is [CH3:36][O:35][C:32]1[CH:33]=[C:34]2[C:29](=[CH:30][C:31]=1[O:37][CH3:38])[N:28]=[CH:27][CH:26]=[C:25]2[O:24][C:21]1[CH:22]=[CH:23][C:18]([NH:17][C:15]([C:4]2[C:5](=[O:14])[N:6]([C:8]3[CH:13]=[CH:12][CH:11]=[CH:10][CH:9]=3)[CH:7]=[C:2]([C:46]3[CH:51]=[CH:50][CH:49]=[CH:48][CH:47]=3)[CH:3]=2)=[O:16])=[CH:19][C:20]=1[F:39]. The yield is 0.920. (3) The reactants are [NH2:1][C:2]1[CH:3]=[N:4][C:5]2[C:10]([C:11]=1[Br:12])=[CH:9][C:8](OC)=[CH:7][CH:6]=2.[F:15][B-:16]([F:19])([F:18])[F:17].[N:20]#[O+].C1[CH2:26][O:25]CC1. No catalyst specified. The product is [F:15][B-:16]([F:19])([F:18])[F:17].[Br:12][C:11]1[C:2]([N+:1]#[N:20])([O:25][CH3:26])[CH2:3][N:4]=[C:5]2[C:10]=1[CH:9]=[CH:8][CH:7]=[CH:6]2. The yield is 0.760.